From a dataset of Reaction yield outcomes from USPTO patents with 853,638 reactions. Predict the reaction yield, written as a fraction of the theoretical maximum amount of product (1.0 means a 100% yield; for example, 0.34 means a 34% yield). (1) The reactants are [F:1][C:2]([F:15])([F:14])[C:3]1[CH:4]=[C:5]([CH:7]=[C:8]([C:10]([F:13])([F:12])[F:11])[CH:9]=1)[NH2:6].C(OC([NH:23][C@H:24]([C:32](O)=[O:33])[CH2:25][C:26]1[CH:31]=[CH:30][CH:29]=[CH:28][CH:27]=1)=O)(C)(C)C.P(Cl)(Cl)Cl.C(=O)([O-])O.[Na+]. The catalyst is C1(C)C=CC=CC=1. The product is [NH2:23][C@@H:24]([CH2:25][C:26]1[CH:31]=[CH:30][CH:29]=[CH:28][CH:27]=1)[C:32]([NH:6][C:5]1[CH:4]=[C:3]([C:2]([F:14])([F:15])[F:1])[CH:9]=[C:8]([C:10]([F:11])([F:12])[F:13])[CH:7]=1)=[O:33]. The yield is 0.929. (2) The reactants are [I:1][C:2]1[CH:3]=[N:4][N:5]([C:7]([O:9]C2C=CC=CC=2)=O)[CH:6]=1.[ClH:16].Cl.[NH2:18][C@@H:19]1[CH:24]2[CH2:25][CH2:26][N:21]([CH2:22][CH2:23]2)[CH2:20]1.CCN(C(C)C)C(C)C. The catalyst is CN(C=O)C. The product is [ClH:16].[N:21]12[CH2:26][CH2:25][CH:24]([CH2:23][CH2:22]1)[C@@H:19]([NH:18][C:7]([N:5]1[CH:6]=[C:2]([I:1])[CH:3]=[N:4]1)=[O:9])[CH2:20]2. The yield is 0.930.